Task: Predict which catalyst facilitates the given reaction.. Dataset: Catalyst prediction with 721,799 reactions and 888 catalyst types from USPTO (1) Reactant: CN1CCN(CC[OH:10])CC1.[CH:11]1[CH:16]=[CH:15][C:14]([P:17]([C:24]2[CH:29]=[CH:28][CH:27]=[CH:26][CH:25]=2)[C:18]2[CH:23]=[CH:22][CH:21]=[CH:20][CH:19]=2)=[CH:13][CH:12]=1.N(C(OC(C)(C)C)=O)=NC(OC(C)(C)C)=O. Product: [C:18]1([P:17](=[O:10])([C:14]2[CH:13]=[CH:12][CH:11]=[CH:16][CH:15]=2)[C:24]2[CH:29]=[CH:28][CH:27]=[CH:26][CH:25]=2)[CH:23]=[CH:22][CH:21]=[CH:20][CH:19]=1. The catalyst class is: 11. (2) The catalyst class is: 39. Reactant: [C:1]([O:5][C:6]([NH:8][CH:9]1[CH2:14][CH2:13][CH:12]([CH2:15][NH:16][C:17]2[C:22]([N+:23]([O-:25])=[O:24])=[CH:21][N:20]=[C:19]([NH:26][CH2:27][C:28]([OH:30])=O)[N:18]=2)[CH2:11][CH2:10]1)=[O:7])([CH3:4])([CH3:3])[CH3:2].[NH:31]1[CH2:35][CH2:34][CH2:33][CH2:32]1.CN(C(ON1N=NC2C=CC=CC1=2)=[N+](C)C)C.[B-](F)(F)(F)F.C(N(C(C)C)CC)(C)C. Product: [C:1]([O:5][C:6](=[O:7])[NH:8][CH:9]1[CH2:14][CH2:13][CH:12]([CH2:15][NH:16][C:17]2[C:22]([N+:23]([O-:25])=[O:24])=[CH:21][N:20]=[C:19]([NH:26][CH2:27][C:28](=[O:30])[N:31]3[CH2:35][CH2:34][CH2:33][CH2:32]3)[N:18]=2)[CH2:11][CH2:10]1)([CH3:3])([CH3:4])[CH3:2]. (3) Reactant: C(Cl)(Cl)Cl.Br[CH2:6][C:7]([C:9]1[CH:14]=[CH:13][CH:12]=[C:11]([C:15]([F:18])([F:17])[F:16])[CH:10]=1)=[O:8].[C:19]1([CH:25]2[CH2:30][C:29](=[O:31])[CH2:28][C:27](=[O:32])[CH2:26]2)[CH:24]=[CH:23][CH:22]=[CH:21][CH:20]=1.C(=O)([O-])[O-].[K+].[K+]. The catalyst class is: 13. Product: [OH:32][C:27]1[CH2:26][CH:25]([C:19]2[CH:24]=[CH:23][CH:22]=[CH:21][CH:20]=2)[CH2:30][C:29](=[O:31])[C:28]=1[CH2:6][C:7](=[O:8])[C:9]1[CH:14]=[CH:13][CH:12]=[C:11]([C:15]([F:18])([F:17])[F:16])[CH:10]=1.